Dataset: Catalyst prediction with 721,799 reactions and 888 catalyst types from USPTO. Task: Predict which catalyst facilitates the given reaction. (1) Reactant: C1[CH:10]2[CH:5]([CH2:6][CH2:7][CH2:8][CH2:9]2)CCN1.O.O.[Na+].[Na+].[CH2:15]([N:26]([CH2:31][C:32](O)=O)[CH2:27][C:28](O)=O)[CH2:16][N:17]([CH2:22][C:23]([O-])=O)CC([O-])=O.[OH-].[NH4+].ClCCl.[CH3:40]O.C(N([CH2:47][CH3:48])CC)C.[CH2:49](O)[CH3:50]. Product: [CH2:5]1[CH2:6][CH2:7][CH2:8][CH:9]2[C:10]1=[C:15]1[N:26]([CH2:27][CH2:28]2)[CH2:31][CH2:32][C:40]2[C:49]3[CH:50]=[CH:47][CH:48]=[CH:23][C:22]=3[NH:17][C:16]1=2. The catalyst class is: 6. (2) Reactant: N1([C:6]([N:8]2[CH:12]=[CH:11][N:10]=[CH:9]2)=[O:7])C=CN=C1.[O:13]1[CH2:17][CH2:16][CH2:15][CH:14]1[CH2:18][CH2:19]C(O)=O. Product: [N:8]1([C:6](=[O:7])[CH2:19][CH2:18][CH:14]2[CH2:15][CH2:16][CH2:17][O:13]2)[CH:12]=[CH:11][N:10]=[CH:9]1. The catalyst class is: 4. (3) Reactant: [OH:1][CH2:2][C:3]1[C:8]([C:9]2[O:10][C:11]3[CH:17]=[CH:16][C:15]([CH2:18][C:19]([O:21]C)=[O:20])=[CH:14][C:12]=3[CH:13]=2)=[CH:7][CH:6]=[CH:5][N:4]=1.[Li+].[OH-].Cl. Product: [OH:1][CH2:2][C:3]1[C:8]([C:9]2[O:10][C:11]3[CH:17]=[CH:16][C:15]([CH2:18][C:19]([OH:21])=[O:20])=[CH:14][C:12]=3[CH:13]=2)=[CH:7][CH:6]=[CH:5][N:4]=1. The catalyst class is: 20. (4) Reactant: [N:1]1([C:6]([O:8][C:9]([CH3:12])([CH3:11])[CH3:10])=[O:7])[CH2:5][CH2:4][CH2:3][CH2:2]1.C([Li])(CC)C.C[O:19][B:20](OC)[O:21]C. Product: [B:20]([OH:21])([OH:19])[CH:5]1[N:1]([C:6]([O:8][C:9]([CH3:12])([CH3:11])[CH3:10])=[O:7])[CH2:2][CH2:3][CH2:4]1. The catalyst class is: 1. (5) Reactant: [OH-].[Na+].[F:3][C:4]1[CH:34]=[CH:33][CH:32]=[C:31]([F:35])[C:5]=1[C:6]([NH:8][CH:9]([C:12]1[CH:17]=[CH:16][C:15]([C:18]2[CH:23]=[CH:22][C:21]([O:24]C(=O)C)=[C:20]([CH2:28][CH2:29][CH3:30])[CH:19]=2)=[CH:14][CH:13]=1)[CH2:10]Cl)=[O:7].N. Product: [F:35][C:31]1[CH:32]=[CH:33][CH:34]=[C:4]([F:3])[C:5]=1[C:6]1[O:7][CH2:10][CH:9]([C:12]2[CH:17]=[CH:16][C:15]([C:18]3[CH:23]=[CH:22][C:21]([OH:24])=[C:20]([CH2:28][CH2:29][CH3:30])[CH:19]=3)=[CH:14][CH:13]=2)[N:8]=1. The catalyst class is: 145. (6) Reactant: [CH3:1][C:2]1[C:11](B2OC(C)(C)C(C)(C)O2)=[CH:10][CH:9]=[C:8]2[C:3]=1[CH2:4][CH2:5][N:6]([C:21]([O:23][C:24]([CH3:27])([CH3:26])[CH3:25])=[O:22])[CH2:7]2.Br[C:29]1[S:33][C:32]([C:34]2[CH:35]=[CH:36][C:37]([O:42][CH:43]([CH3:45])[CH3:44])=[C:38]([CH:41]=2)[C:39]#[N:40])=[N:31][N:30]=1.C([O-])([O-])=O.[K+].[K+].O. Product: [C:39]([C:38]1[CH:41]=[C:34]([C:32]2[S:33][C:29]([C:11]3[C:2]([CH3:1])=[C:3]4[C:8](=[CH:9][CH:10]=3)[CH2:7][N:6]([C:21]([O:23][C:24]([CH3:26])([CH3:27])[CH3:25])=[O:22])[CH2:5][CH2:4]4)=[N:30][N:31]=2)[CH:35]=[CH:36][C:37]=1[O:42][CH:43]([CH3:45])[CH3:44])#[N:40]. The catalyst class is: 628. (7) Reactant: [N+:1]([C:4]1[CH:9]=[CH:8][C:7]([C:10]2[NH:14][NH:13][C:12](=[O:15])[CH:11]=2)=[CH:6][CH:5]=1)([O-])=O.C(N(CC)CC)C.[C:23](O[C:23]([O:25][C:26]([CH3:29])([CH3:28])[CH3:27])=[O:24])([O:25][C:26]([CH3:29])([CH3:28])[CH3:27])=[O:24].O. Product: [NH2:1][C:4]1[CH:9]=[CH:8][C:7]([C:10]2[N:14]([C:23]([O:25][C:26]([CH3:29])([CH3:28])[CH3:27])=[O:24])[NH:13][C:12](=[O:15])[CH:11]=2)=[CH:6][CH:5]=1. The catalyst class is: 4.